Dataset: Peptide-MHC class II binding affinity with 134,281 pairs from IEDB. Task: Regression. Given a peptide amino acid sequence and an MHC pseudo amino acid sequence, predict their binding affinity value. This is MHC class II binding data. The peptide sequence is DVPYLTKRQDKLCGS. The MHC is DRB1_0901 with pseudo-sequence DRB1_0901. The binding affinity (normalized) is 0.214.